This data is from Full USPTO retrosynthesis dataset with 1.9M reactions from patents (1976-2016). The task is: Predict the reactants needed to synthesize the given product. (1) Given the product [Cl:1][C:2]1[C:7]([NH:8][S:9]([CH3:12])(=[O:10])=[O:11])=[CH:6][C:5]([C:13]2[CH:21]=[C:20]3[C:16]([CH:17]=[N:18][N:19]3[S:22]([C:25]3[CH:26]=[CH:27][C:28]([CH3:31])=[CH:29][CH:30]=3)(=[O:23])=[O:24])=[C:15]([C:32]3[O:33][C:34]([CH2:37][N:39]4[CH2:44][CH2:43][O:42][CH2:41][CH2:40]4)=[N:35][N:36]=3)[CH:14]=2)=[CH:4][N:3]=1, predict the reactants needed to synthesize it. The reactants are: [Cl:1][C:2]1[C:7]([NH:8][S:9]([CH3:12])(=[O:11])=[O:10])=[CH:6][C:5]([C:13]2[CH:21]=[C:20]3[C:16]([CH:17]=[N:18][N:19]3[S:22]([C:25]3[CH:30]=[CH:29][C:28]([CH3:31])=[CH:27][CH:26]=3)(=[O:24])=[O:23])=[C:15]([C:32]3[O:33][C:34]([CH2:37]Cl)=[N:35][N:36]=3)[CH:14]=2)=[CH:4][N:3]=1.[NH:39]1[CH2:44][CH2:43][O:42][CH2:41][CH2:40]1. (2) Given the product [NH2:1][C@H:2]([C:8]([OH:10])=[O:9])[CH2:3][CH2:4][C:5](=[O:6])[OH:7], predict the reactants needed to synthesize it. The reactants are: [NH:1](C(C)=O)[C@H:2]([C:8]([OH:10])=[O:9])[CH2:3][CH2:4][C:5](=[O:7])[OH:6].[Cl-].C([O-])([O-])=O.[Na+].[Na+]. (3) Given the product [O:21]1[CH2:22][CH2:23][N:18]([C:15]2[CH:16]=[CH:17][C:12]([C:5]3[NH:4][C:3](=[O:28])[N:8]4[CH:9]=[CH:10][N:11]=[C:7]4[CH:6]=3)=[CH:13][CH:14]=2)[CH2:19][CH2:20]1, predict the reactants needed to synthesize it. The reactants are: CS[C:3]1[N:8]2[CH:9]=[CH:10][N:11]=[C:7]2[CH:6]=[C:5]([C:12]2[CH:17]=[CH:16][C:15]([N:18]3[CH2:23][CH2:22][O:21][CH2:20][CH2:19]3)=[CH:14][CH:13]=2)[N:4]=1.[OH-].[K+].C(O)(=[O:28])C. (4) Given the product [CH3:17][C:18]1([CH3:34])[C:22]([CH3:24])([CH3:23])[O:21][B:20]([C:2]2[CH:7]=[CH:6][C:5]([N:8]3[C:12]4=[N:13][CH:14]=[N:15][CH:16]=[C:11]4[CH:10]=[N:9]3)=[CH:4][CH:3]=2)[O:19]1, predict the reactants needed to synthesize it. The reactants are: Br[C:2]1[CH:7]=[CH:6][C:5]([N:8]2[C:12]3=[N:13][CH:14]=[N:15][CH:16]=[C:11]3[CH:10]=[N:9]2)=[CH:4][CH:3]=1.[CH3:17][C:18]1([CH3:34])[C:22]([CH3:24])([CH3:23])[O:21][B:20]([B:20]2[O:21][C:22]([CH3:24])([CH3:23])[C:18]([CH3:34])([CH3:17])[O:19]2)[O:19]1.C([O-])(=O)C.[K+]. (5) Given the product [S:1]1[C:5]2[CH:6]=[CH:7][CH:8]=[CH:9][C:4]=2[CH:3]=[C:2]1/[CH:10]=[CH:13]/[C:14]([OH:16])=[O:15], predict the reactants needed to synthesize it. The reactants are: [S:1]1[C:5]2[CH:6]=[CH:7][CH:8]=[CH:9][C:4]=2[CH:3]=[C:2]1[CH:10]=O.C(O)(=O)[CH2:13][C:14]([OH:16])=[O:15].N1C=CC=CC=1.N1CCCCC1. (6) Given the product [CH:1]1([C@@H:4]2[O:15][CH2:14][C@:7]3([C:28]4[CH:33]=[CH:32][C:31]([F:34])=[CH:30][C:29]=4[F:35])[NH:8][O:9][C@@H:10]([CH2:11][O:12][CH3:13])[C@@H:6]3[CH2:5]2)[CH2:2][CH2:3]1, predict the reactants needed to synthesize it. The reactants are: [CH:1]1([C@@H:4]2[O:15][CH2:14][C:7]3=[N:8][O:9][C@@H:10]([CH2:11][O:12][CH3:13])[C@@H:6]3[CH2:5]2)[CH2:3][CH2:2]1.C1([C@@H]2OC[C@]3([C:28]4[CH:33]=[CH:32][C:31]([F:34])=[CH:30][C:29]=4[F:35])NOC[C@@H]3C2)CC1. (7) The reactants are: Br[C:2]1[CH:3]=[CH:4][C:5]([O:10][CH3:11])=[C:6]([CH:9]=1)[CH:7]=[O:8].[S:12]1[CH:16]=[CH:15][CH:14]=[C:13]1B(O)O.C(COC)OC.C([O-])([O-])=O.[Na+].[Na+]. Given the product [CH3:11][O:10][C:5]1[CH:4]=[CH:3][C:2]([C:13]2[S:12][CH:16]=[CH:15][CH:14]=2)=[CH:9][C:6]=1[CH:7]=[O:8], predict the reactants needed to synthesize it. (8) Given the product [CH2:9]([N:11]([CH2:12][C:13]([OH:18])([CH2:19][NH:20][C:21]1[CH:29]=[C:28]([CH3:30])[CH:27]=[C:26]2[C:22]=1[CH:23]=[N:24][N:25]2[C:31]1[CH:36]=[CH:35][CH:34]=[CH:33][CH:32]=1)[C:14]([F:17])([F:16])[F:15])[C:6]([C:2]1[S:1][CH:5]=[CH:4][CH:3]=1)=[O:8])[CH3:10], predict the reactants needed to synthesize it. The reactants are: [S:1]1[CH:5]=[CH:4][CH:3]=[C:2]1[C:6]([OH:8])=O.[CH2:9]([NH:11][CH2:12][C:13]([CH2:19][NH:20][C:21]1[CH:29]=[C:28]([CH3:30])[CH:27]=[C:26]2[C:22]=1[CH:23]=[N:24][N:25]2[C:31]1[CH:36]=[CH:35][CH:34]=[CH:33][CH:32]=1)([OH:18])[C:14]([F:17])([F:16])[F:15])[CH3:10].